This data is from Peptide-MHC class II binding affinity with 134,281 pairs from IEDB. The task is: Regression. Given a peptide amino acid sequence and an MHC pseudo amino acid sequence, predict their binding affinity value. This is MHC class II binding data. (1) The peptide sequence is GEPIRFLLSYGEKDF. The MHC is HLA-DQA10301-DQB10302 with pseudo-sequence HLA-DQA10301-DQB10302. The binding affinity (normalized) is 0.396. (2) The peptide sequence is DTFRKLFRVYDNFLR. The MHC is DRB1_0404 with pseudo-sequence DRB1_0404. The binding affinity (normalized) is 0.335.